Dataset: Full USPTO retrosynthesis dataset with 1.9M reactions from patents (1976-2016). Task: Predict the reactants needed to synthesize the given product. (1) Given the product [C:16]([O:15][C:13]([NH:8][C@H:7]([CH2:11][CH2:10][C:9]([C:22]1[CH:27]=[C:26]([F:28])[CH:25]=[CH:24][C:23]=1[F:29])=[O:12])[C:5]([O:4][CH2:3][CH3:2])=[O:6])=[O:14])([CH3:19])([CH3:18])[CH3:17], predict the reactants needed to synthesize it. The reactants are: [Mg].[CH3:2][CH2:3][O:4][C:5]([C@H:7]1[CH2:11][CH2:10][C:9](=[O:12])[N:8]1[C:13]([O:15][C:16]([CH3:19])([CH3:18])[CH3:17])=[O:14])=[O:6].O.Br[C:22]1[CH:27]=[C:26]([F:28])[CH:25]=[CH:24][C:23]=1[F:29]. (2) The reactants are: Cl[C:2]1[N:3]=[C:4]([N:17]2[CH2:22][CH2:21][O:20][CH2:19][CH2:18]2)[C:5]2[S:10][C:9]([N:11]3[CH2:15][CH2:14][O:13][C:12]3=[O:16])=[CH:8][C:6]=2[N:7]=1.CC1(C)C(C)(C)OB([C:31]2[CH:39]=[CH:38][CH:37]=[C:36]3[C:32]=2[CH:33]=[N:34][NH:35]3)O1. Given the product [NH:35]1[C:36]2[C:32](=[C:31]([C:2]3[N:3]=[C:4]([N:17]4[CH2:22][CH2:21][O:20][CH2:19][CH2:18]4)[C:5]4[S:10][C:9]([N:11]5[CH2:15][CH2:14][O:13][C:12]5=[O:16])=[CH:8][C:6]=4[N:7]=3)[CH:39]=[CH:38][CH:37]=2)[CH:33]=[N:34]1, predict the reactants needed to synthesize it. (3) Given the product [CH3:11][N:8]1[C:4]2=[CH:5][N:6]=[CH:7][C:2]([C:16]#[C:17][C:18]3[CH:19]=[C:20]([NH2:24])[CH:21]=[CH:22][CH:23]=3)=[C:3]2[CH:10]=[N:9]1, predict the reactants needed to synthesize it. The reactants are: Br[C:2]1[CH:7]=[N:6][CH:5]=[C:4]2[N:8]([CH3:11])[N:9]=[CH:10][C:3]=12.C[Si]([C:16]#[C:17][C:18]1[CH:19]=[C:20]([NH2:24])[CH:21]=[CH:22][CH:23]=1)(C)C.[F-].C([N+](CCCC)(CCCC)CCCC)CCC. (4) Given the product [Cl:1][C:2]1[CH:7]=[CH:6][C:5]([C:8]2[CH:9]=[C:10]([C:20]([NH:40][N:38]3[CH2:39][CH:36]([OH:35])[CH2:37]3)=[O:21])[CH:11]=[N:12][C:13]=2[O:14][CH2:15][C:16]([F:19])([F:17])[F:18])=[CH:4][CH:3]=1, predict the reactants needed to synthesize it. The reactants are: [Cl:1][C:2]1[CH:7]=[CH:6][C:5]([C:8]2[CH:9]=[C:10]([C:20](O)=[O:21])[CH:11]=[N:12][C:13]=2[O:14][CH2:15][C:16]([F:19])([F:18])[F:17])=[CH:4][CH:3]=1.FC(F)(F)C(O)=O.C([Si](C)(C)[O:35][CH:36]1[CH2:39][N:38]([NH2:40])[CH2:37]1)(C)(C)C.